This data is from Forward reaction prediction with 1.9M reactions from USPTO patents (1976-2016). The task is: Predict the product of the given reaction. (1) Given the reactants [Cl:1][C:2]1[CH:7]=[CH:6][C:5](CC#N)=[C:4]([O:11][CH3:12])[CH:3]=1.[OH-:13].[K+].[CH2:15]([OH:18])[CH2:16]O, predict the reaction product. The product is: [Cl:1][C:2]1[CH:7]=[CH:6][C:5]([CH2:16][C:15]([OH:18])=[O:13])=[C:4]([O:11][CH3:12])[CH:3]=1. (2) Given the reactants Cl.[CH3:2][C:3]1[CH:4]=[C:5]([OH:10])[CH:6]=[C:7]([CH3:9])[CH:8]=1.[N:11]([O-:13])=[O:12].[Na+], predict the reaction product. The product is: [CH3:2][C:3]1[CH:4]=[C:5]([OH:10])[CH:6]=[C:7]([CH3:9])[C:8]=1[N+:11]([O-:13])=[O:12].[CH3:2][C:3]1[CH:4]=[C:5]([OH:10])[CH:6]=[C:7]([CH3:9])[C:8]=1[N:11]=[O:12]. (3) The product is: [CH:32]([N:25]1[C:26]2[CH:31]=[CH:30][CH:29]=[CH:28][C:27]=2[N:23]([CH2:22][C:19]2[N:18]([CH2:36][CH2:37][CH:38]([CH3:40])[CH3:39])[C:17]3[CH:16]=[CH:15][CH:14]=[C:13]([CH:12]=[O:11])[C:21]=3[N:20]=2)[C:24]1=[O:35])([CH3:33])[CH3:34]. Given the reactants C(Cl)(=O)C(Cl)=O.CS(C)=O.[OH:11][CH2:12][C:13]1[C:21]2[N:20]=[C:19]([CH2:22][N:23]3[C:27]4[CH:28]=[CH:29][CH:30]=[CH:31][C:26]=4[N:25]([CH:32]([CH3:34])[CH3:33])[C:24]3=[O:35])[N:18]([CH2:36][CH2:37][CH:38]([CH3:40])[CH3:39])[C:17]=2[CH:16]=[CH:15][CH:14]=1.C(N(C(C)C)CC)(C)C, predict the reaction product. (4) Given the reactants [Cu][C:2]#[N:3].[C:4]([O:8][C:9]([N:11]1[CH2:15][CH2:14][C:13]([C:23]([C:25]2[CH:26]=[C:27]3[C:31](=[CH:32][CH:33]=2)[N:30]([S:34]([C:37]2[CH:42]=[CH:41][CH:40]=[CH:39][CH:38]=2)(=[O:36])=[O:35])[CH:29]=[C:28]3I)=[O:24])([CH2:16][C:17]2[CH:22]=[CH:21][CH:20]=[CH:19][CH:18]=2)[CH2:12]1)=[O:10])([CH3:7])([CH3:6])[CH3:5], predict the reaction product. The product is: [C:4]([O:8][C:9]([N:11]1[CH2:15][CH2:14][C:13]([C:23]([C:25]2[CH:26]=[C:27]3[C:31](=[CH:32][CH:33]=2)[N:30]([S:34]([C:37]2[CH:38]=[CH:39][CH:40]=[CH:41][CH:42]=2)(=[O:36])=[O:35])[CH:29]=[C:28]3[C:2]#[N:3])=[O:24])([CH2:16][C:17]2[CH:18]=[CH:19][CH:20]=[CH:21][CH:22]=2)[CH2:12]1)=[O:10])([CH3:7])([CH3:5])[CH3:6]. (5) Given the reactants Cl[CH2:2][O:3][C:4]([NH:6][C@@H:7]([CH3:33])[C:8]([O:10][CH2:11][CH2:12][CH2:13][CH2:14][CH2:15][CH2:16][CH2:17][CH2:18][CH2:19][CH2:20][CH2:21][CH2:22][CH2:23][CH2:24][CH2:25][CH2:26][CH2:27][CH2:28][CH2:29][CH2:30][CH2:31][CH3:32])=[O:9])=[O:5].[I-:34].[Na+], predict the reaction product. The product is: [I:34][CH2:2][O:3][C:4]([NH:6][C@@H:7]([CH3:33])[C:8]([O:10][CH2:11][CH2:12][CH2:13][CH2:14][CH2:15][CH2:16][CH2:17][CH2:18][CH2:19][CH2:20][CH2:21][CH2:22][CH2:23][CH2:24][CH2:25][CH2:26][CH2:27][CH2:28][CH2:29][CH2:30][CH2:31][CH3:32])=[O:9])=[O:5]. (6) The product is: [S:6]1[C:10]([C:18](=[O:21])[CH2:19][CH3:20])=[CH:9][C:8]2[CH:11]=[CH:12][CH:13]=[CH:14][C:7]1=2. Given the reactants C([Li])CCC.[S:6]1[CH:10]=[CH:9][C:8]2[CH:11]=[CH:12][CH:13]=[CH:14][C:7]1=2.CON(C)[C:18](=[O:21])[CH2:19][CH3:20].[Cl-].[NH4+], predict the reaction product.